Dataset: Full USPTO retrosynthesis dataset with 1.9M reactions from patents (1976-2016). Task: Predict the reactants needed to synthesize the given product. (1) Given the product [Cl:1][C:2]1[N:7]=[C:6]([C:8]2[S:12][C:11]([C:13]([CH3:16])([CH3:15])[CH3:14])=[N:10][C:9]=2[C:17]2[CH:18]=[CH:19][C:20]([F:30])=[C:21]([CH:22]=2)[NH2:23])[CH:5]=[CH:4][N:3]=1, predict the reactants needed to synthesize it. The reactants are: [Cl:1][C:2]1[N:7]=[C:6]([C:8]2[S:12][C:11]([C:13]([CH3:16])([CH3:15])[CH3:14])=[N:10][C:9]=2[C:17]2[CH:18]=[CH:19][C:20]([F:30])=[C:21]([NH:23]C(=O)OCC=C)[CH:22]=2)[CH:5]=[CH:4][N:3]=1.CC(O)=O.C([SnH](CCCC)CCCC)CCC. (2) Given the product [CH3:20][O:13][C:12]([C:7]1[CH:6]=[C:5]([OH:15])[C:4]2[C:9](=[CH:10][CH:11]=[C:2]([F:1])[CH:3]=2)[CH:8]=1)=[O:14], predict the reactants needed to synthesize it. The reactants are: [F:1][C:2]1[CH:3]=[C:4]2[C:9](=[CH:10][CH:11]=1)[CH:8]=[C:7]([C:12]([OH:14])=[O:13])[CH:6]=[C:5]2[OH:15].S(Cl)(Cl)=O.[C:20](OCC)(=O)C. (3) Given the product [NH2:17][C:16]1[C:11]2[C:12](=[N:13][C:8]([C:3]3[CH:4]=[CH:5][CH:6]=[CH:7][C:2]=3[Cl:1])=[C:9]([C:31]3[CH:36]=[CH:35][C:34]([Cl:37])=[CH:33][CH:32]=3)[CH:10]=2)[O:14][C:15]=1[C:24]([N:26]([CH2:29][CH3:30])[CH2:27][CH3:28])=[O:25], predict the reactants needed to synthesize it. The reactants are: [Cl:1][C:2]1[CH:7]=[CH:6][CH:5]=[CH:4][C:3]=1[C:8]1[N:13]=[C:12]2[O:14][C:15]([C:24]([N:26]([CH2:29][CH3:30])[CH2:27][CH3:28])=[O:25])=[C:16]([NH:17]C(=O)C(F)(F)F)[C:11]2=[CH:10][C:9]=1[C:31]1[CH:36]=[CH:35][C:34]([Cl:37])=[CH:33][CH:32]=1.C(=O)([O-])[O-].[K+].[K+].O. (4) Given the product [O:40]=[C:35]1[C:22]2([CH2:27][CH2:26][N:25]([C:28]([O:30][C:31]([CH3:34])([CH3:33])[CH3:32])=[O:29])[CH2:24][CH2:23]2)[CH2:21][C:20]2[C:37](=[N:38][CH:39]=[C:18](/[CH:15]=[CH:14]/[C:13](=[O:16])[N:10]3[CH2:11][CH2:12][C:7]([CH2:6][C:2]4[S:1][CH:5]=[CH:4][N:3]=4)=[CH:8][CH2:9]3)[CH:19]=2)[NH:36]1, predict the reactants needed to synthesize it. The reactants are: [S:1]1[CH:5]=[CH:4][N:3]=[C:2]1[CH2:6][C:7]1[CH2:12][CH2:11][N:10]([C:13](=[O:16])[CH:14]=[CH2:15])[CH2:9][CH:8]=1.Br[C:18]1[CH:19]=[C:20]2[C:37](=[N:38][CH:39]=1)[NH:36][C:35](=[O:40])[C:22]1([CH2:27][CH2:26][N:25]([C:28]([O:30][C:31]([CH3:34])([CH3:33])[CH3:32])=[O:29])[CH2:24][CH2:23]1)[CH2:21]2.CCN(C(C)C)C(C)C.CC1C=CC=CC=1P(C1C=CC=CC=1C)C1C=CC=CC=1C.